Task: Predict the reactants needed to synthesize the given product.. Dataset: Full USPTO retrosynthesis dataset with 1.9M reactions from patents (1976-2016) (1) The reactants are: CN(C)C=O.[F:6][C:7]1[CH:8]=[C:9]([C:23]2[CH:28]=[CH:27][CH:26]=[CH:25][C:24]=2[OH:29])[CH:10]=[CH:11][C:12]=1[C:13]([O:15][CH2:16][C:17]1[CH:22]=[CH:21][CH:20]=[CH:19][CH:18]=1)=[O:14].Br[CH2:31][C@H:32]([CH3:52])[CH2:33][O:34][Si:35]([C:48]([CH3:51])([CH3:50])[CH3:49])([C:42]1[CH:47]=[CH:46][CH:45]=[CH:44][CH:43]=1)[C:36]1[CH:41]=[CH:40][CH:39]=[CH:38][CH:37]=1.C(=O)([O-])[O-].[Cs+].[Cs+]. Given the product [Si:35]([O:34][CH2:33][C@@H:32]([CH3:52])[CH2:31][O:29][C:24]1[CH:25]=[CH:26][CH:27]=[CH:28][C:23]=1[C:9]1[CH:10]=[CH:11][C:12]([C:13]([O:15][CH2:16][C:17]2[CH:22]=[CH:21][CH:20]=[CH:19][CH:18]=2)=[O:14])=[C:7]([F:6])[CH:8]=1)([C:48]([CH3:49])([CH3:50])[CH3:51])([C:42]1[CH:43]=[CH:44][CH:45]=[CH:46][CH:47]=1)[C:36]1[CH:41]=[CH:40][CH:39]=[CH:38][CH:37]=1, predict the reactants needed to synthesize it. (2) Given the product [NH2:1][C:2]1[CH:7]=[CH:6][C:5]([Br:18])=[CH:4][C:3]=1[C:8](=[O:10])[CH3:9], predict the reactants needed to synthesize it. The reactants are: [NH2:1][C:2]1[CH:7]=[CH:6][CH:5]=[CH:4][C:3]=1[C:8](=[O:10])[CH3:9].C1C(=O)N([Br:18])C(=O)C1.OS(O)(=O)=O.O. (3) Given the product [OH:51][CH:37]([CH2:36][N:14]1[C:11]2[CH2:12][CH2:13][NH:8][CH2:9][C:10]=2[C:16]([C:17]2[CH:22]=[CH:21][C:20]([C:23]([F:24])([F:26])[F:25])=[C:19]([S:27][CH2:28][CH2:29][N:30]3[CH2:31][CH2:32][CH2:33][CH2:34][CH2:35]3)[CH:18]=2)=[N:15]1)[CH2:38][N:39]1[CH2:44][CH2:43][CH:42]([N:45]2[CH2:49][CH2:48][CH2:47][C:46]2=[O:50])[CH2:41][CH2:40]1, predict the reactants needed to synthesize it. The reactants are: C(OC([N:8]1[CH2:13][CH2:12][C:11]2[N:14]([CH2:36][CH:37]([OH:51])[CH2:38][N:39]3[CH2:44][CH2:43][CH:42]([N:45]4[CH2:49][CH2:48][CH2:47][C:46]4=[O:50])[CH2:41][CH2:40]3)[N:15]=[C:16]([C:17]3[CH:22]=[CH:21][C:20]([C:23]([F:26])([F:25])[F:24])=[C:19]([S:27][CH2:28][CH2:29][N:30]4[CH2:35][CH2:34][CH2:33][CH2:32][CH2:31]4)[CH:18]=3)[C:10]=2[CH2:9]1)=O)(C)(C)C.Cl. (4) Given the product [F:50][C:47]([F:48])([F:49])[C:45]1[CH:44]=[C:5]([CH:4]=[C:3]([C:2]([F:1])([F:51])[F:52])[CH:46]=1)[CH2:6][N:7]([CH2:14][C:15]1[CH:20]=[C:19]([C:21]([F:22])([F:23])[F:24])[CH:18]=[CH:17][C:16]=1[C:25]1[CH:26]=[C:27]([C:33]2[CH:38]=[CH:37][C:36]([C:39]([OH:41])=[O:40])=[CH:35][C:34]=2[CH3:43])[CH:28]=[CH:29][C:30]=1[O:31][CH3:32])[C:8]1[N:9]=[N:10][N:11]([CH3:13])[N:12]=1, predict the reactants needed to synthesize it. The reactants are: [F:1][C:2]([F:52])([F:51])[C:3]1[CH:4]=[C:5]([CH:44]=[C:45]([C:47]([F:50])([F:49])[F:48])[CH:46]=1)[CH2:6][N:7]([CH2:14][C:15]1[CH:20]=[C:19]([C:21]([F:24])([F:23])[F:22])[CH:18]=[CH:17][C:16]=1[C:25]1[CH:26]=[C:27]([C:33]2[CH:38]=[CH:37][C:36]([C:39]([O:41]C)=[O:40])=[CH:35][C:34]=2[CH3:43])[CH:28]=[CH:29][C:30]=1[O:31][CH3:32])[C:8]1[N:9]=[N:10][N:11]([CH3:13])[N:12]=1.O.[OH-].[Li+].O.Cl. (5) Given the product [CH2:7]([N:14]1[C@@H:19]2[C@H:20]([C:22]3[N:23]=[N:24][N:25]([CH2:27][S:3]([CH3:52])(=[O:5])=[O:2])[N:26]=3)[CH2:21][C@@:15]1([C:46]1[CH:51]=[CH:50][CH:49]=[CH:48][CH:47]=1)[C@H:16]([O:30][CH2:31][C:32]1[CH:37]=[C:36]([C:38]([F:39])([F:40])[F:41])[CH:35]=[C:34]([C:42]([F:44])([F:45])[F:43])[CH:33]=1)[CH2:17][CH2:18]2)[C:8]1[CH:13]=[CH:12][CH:11]=[CH:10][CH:9]=1, predict the reactants needed to synthesize it. The reactants are: O[O:2][S:3]([O-:5])=O.[K+].[CH2:7]([N:14]1[C@@H:19]2[C@H:20]([C:22]3[N:23]=[N:24][N:25]([CH2:27]SC)[N:26]=3)[CH2:21][C@@:15]1([C:46]1[CH:51]=[CH:50][CH:49]=[CH:48][CH:47]=1)[C@H:16]([O:30][CH2:31][C:32]1[CH:37]=[C:36]([C:38]([F:41])([F:40])[F:39])[CH:35]=[C:34]([C:42]([F:45])([F:44])[F:43])[CH:33]=1)[CH2:17][CH2:18]2)[C:8]1[CH:13]=[CH:12][CH:11]=[CH:10][CH:9]=1.[CH:52](Cl)(Cl)Cl. (6) Given the product [CH:32]1([CH2:31][O:30][C:22]2[CH:23]=[CH:24][C:25]([CH:27]([F:29])[F:28])=[CH:26][C:21]=2[C:20]2[C:15]3[NH:14][C:13]([CH3:35])=[C:12]([C:10]([NH:9][C@H:6]4[CH2:7][CH2:8][C@H:3]([NH:2][C:39](=[O:40])[CH2:38][O:37][CH3:36])[CH2:4][CH2:5]4)=[O:11])[C:16]=3[N:17]=[CH:18][N:19]=2)[CH2:34][CH2:33]1, predict the reactants needed to synthesize it. The reactants are: Cl.[NH2:2][C@H:3]1[CH2:8][CH2:7][C@H:6]([NH:9][C:10]([C:12]2[C:16]3[N:17]=[CH:18][N:19]=[C:20]([C:21]4[CH:26]=[C:25]([CH:27]([F:29])[F:28])[CH:24]=[CH:23][C:22]=4[O:30][CH2:31][CH:32]4[CH2:34][CH2:33]4)[C:15]=3[NH:14][C:13]=2[CH3:35])=[O:11])[CH2:5][CH2:4]1.[CH3:36][O:37][CH2:38][C:39](Cl)=[O:40].